From a dataset of Peptide-MHC class II binding affinity with 134,281 pairs from IEDB. Regression. Given a peptide amino acid sequence and an MHC pseudo amino acid sequence, predict their binding affinity value. This is MHC class II binding data. (1) The peptide sequence is LVNLLIFHINGKIIKNS. The MHC is DRB1_0901 with pseudo-sequence DRB1_0901. The binding affinity (normalized) is 0.405. (2) The peptide sequence is QVKYAVFEAALTKAI. The MHC is DRB1_0701 with pseudo-sequence DRB1_0701. The binding affinity (normalized) is 0.910. (3) The peptide sequence is YRVNRYTKSAHQKGE. The MHC is DRB1_0901 with pseudo-sequence DRB1_0901. The binding affinity (normalized) is 0.266. (4) The peptide sequence is INEPTNAAIAYGLDR. The MHC is HLA-DQA10401-DQB10402 with pseudo-sequence HLA-DQA10401-DQB10402. The binding affinity (normalized) is 0.412. (5) The peptide sequence is MGASYFAADRILPEL. The MHC is DRB1_1501 with pseudo-sequence DRB1_1501. The binding affinity (normalized) is 0.518. (6) The peptide sequence is YDKFLINVSTVLTGK. The MHC is DRB1_0404 with pseudo-sequence DRB1_0404. The binding affinity (normalized) is 0.392. (7) The peptide sequence is VFLGSAHGIPKVPPG. The MHC is HLA-DQA10104-DQB10503 with pseudo-sequence HLA-DQA10104-DQB10503. The binding affinity (normalized) is 0.112.